Task: Predict which catalyst facilitates the given reaction.. Dataset: Catalyst prediction with 721,799 reactions and 888 catalyst types from USPTO (1) Reactant: [Br:1][C:2]1[CH:7]=[CH:6][C:5]([CH:8]2[CH2:10][CH2:9]2)=[CH:4][C:3]=1[CH2:11][C:12]#N.[OH-:14].[Na+].[OH2:16]. Product: [Br:1][C:2]1[CH:7]=[CH:6][C:5]([CH:8]2[CH2:10][CH2:9]2)=[CH:4][C:3]=1[CH2:11][C:12]([OH:16])=[O:14]. The catalyst class is: 14. (2) Reactant: [Cl:1][C:2]1[N:3]=[C:4]([N:19]2[CH2:24][CH2:23][O:22][CH2:21][CH2:20]2)[C:5]2[N:11]=[C:10]([CH2:12][CH:13]3[CH2:18][CH2:17][NH:16][CH2:15][CH2:14]3)[CH:9]=[CH:8][C:6]=2[N:7]=1.[CH3:25][CH:26]([CH3:30])[C:27](O)=[O:28].ON1C2C=CC=CC=2N=N1.Cl.CN(C)CCCN=C=NCC.C(N(C(C)C)CC)(C)C. Product: [Cl:1][C:2]1[N:3]=[C:4]([N:19]2[CH2:20][CH2:21][O:22][CH2:23][CH2:24]2)[C:5]2[N:11]=[C:10]([CH2:12][CH:13]3[CH2:18][CH2:17][N:16]([C:27](=[O:28])[CH:26]([CH3:30])[CH3:25])[CH2:15][CH2:14]3)[CH:9]=[CH:8][C:6]=2[N:7]=1. The catalyst class is: 9. (3) Reactant: [C:1]([C:7]([O:9][CH3:10])=[O:8])#[C:2][C:3]([O:5][CH3:6])=[O:4].[F:11][C:12]1[C:18]([CH3:19])=[CH:17][CH:16]=[CH:15][C:13]=1[NH2:14]. Product: [F:11][C:12]1[C:18]([CH3:19])=[CH:17][CH:16]=[CH:15][C:13]=1/[N:14]=[C:2](\[CH2:1][C:7]([O:9][CH3:10])=[O:8])/[C:3]([O:5][CH3:6])=[O:4]. The catalyst class is: 5. (4) Reactant: [CH:1]([N-:4][CH:5]([CH3:7])C)([CH3:3])C.[Li+].[O:9]1CCC[CH2:10]1.C(N(CC)C([O:19][C:20]1[CH:25]=[CH:24][CH:23]=[C:22]([O:26][CH3:27])[C:21]=1[CH3:28])=O)C.C1(C)C=CC=CC=1. Product: [CH2:5]([N:4]([CH2:1][CH3:3])[C:10](=[O:9])[CH2:28][C:21]1[C:22]([O:26][CH3:27])=[CH:23][CH:24]=[CH:25][C:20]=1[OH:19])[CH3:7]. The catalyst class is: 6. (5) Reactant: [F:1][C:2]1[C:7]([CH2:8][OH:9])=[CH:6][C:5]([I:10])=[C:4]([F:11])[N:3]=1.CC(C)=[O:14]. Product: [F:1][C:2]1[N:3]=[C:4]([F:11])[C:5]([I:10])=[CH:6][C:7]=1[C:8]([OH:14])=[O:9]. The catalyst class is: 561. (6) Reactant: [CH3:1][Si]([N-][Si](C)(C)C)(C)C.[K+].[CH2:11]([O:13][C:14]([N:16]1[CH2:22][CH2:21][C:20]2[CH:23]=[CH:24][S:25][C:19]=2[C:18](=O)[CH2:17]1)=[O:15])[CH3:12]. Product: [CH2:11]([O:13][C:14]([N:16]1[CH2:22][CH2:21][C:20]2[CH:23]=[CH:24][S:25][C:19]=2[C:18](=[CH2:1])[CH2:17]1)=[O:15])[CH3:12]. The catalyst class is: 49. (7) Reactant: [CH3:1][S:2]([NH:5][C:6]1[CH:7]=[C:8]2[C:12](=[CH:13][CH:14]=1)[C:11](=[O:15])[N:10]([CH2:16][C:17]([O:19]C)=[O:18])[C:9]2=[O:21])(=[O:4])=[O:3].Cl. Product: [CH3:1][S:2]([NH:5][C:6]1[CH:7]=[C:8]2[C:12](=[CH:13][CH:14]=1)[C:11](=[O:15])[N:10]([CH2:16][C:17]([OH:19])=[O:18])[C:9]2=[O:21])(=[O:3])=[O:4]. The catalyst class is: 38. (8) Reactant: C(O[C:5](=[O:7])[CH3:6])(=O)C.[Cl:8][CH2:9][C@@H:10]([OH:34])[CH2:11][O:12][C:13]1[CH:18]=[CH:17][C:16]([C:19]([C:22]2[CH:33]=[CH:32][C:25]([O:26][CH2:27][C@H:28]([OH:31])[CH2:29][OH:30])=[CH:24][CH:23]=2)([CH3:21])[CH3:20])=[CH:15][CH:14]=1. Product: [C:11]([O:30][CH2:29][C@@H:28]([O:31][C:5](=[O:7])[CH3:6])[CH2:27][O:26][C:25]1[CH:24]=[CH:23][C:22]([C:19]([C:16]2[CH:15]=[CH:14][C:13]([O:12][CH2:11][C@H:10]([O:34][C:25](=[O:26])[CH3:24])[CH2:9][Cl:8])=[CH:18][CH:17]=2)([CH3:21])[CH3:20])=[CH:33][CH:32]=1)(=[O:12])[CH3:10]. The catalyst class is: 377. (9) Reactant: C(N(CC)CC)C.[Cl:8][CH2:9][C:10](Cl)=[O:11].[CH:13]1[C:26]2[C:17](=[N:18][C:19]([CH2:27][NH2:28])=[C:20]3[C:25]=2[CH:24]=[CH:23][CH:22]=[CH:21]3)[CH:16]=[CH:15][CH:14]=1. Product: [Cl:8][CH2:9][C:10]([NH:28][CH2:27][C:19]1[N:18]=[C:17]2[C:26](=[C:25]3[C:20]=1[CH:21]=[CH:22][CH:23]=[CH:24]3)[CH:13]=[CH:14][CH:15]=[CH:16]2)=[O:11]. The catalyst class is: 2. (10) Reactant: [CH3:1][O:2][C:3](=[O:12])[C:4]1[CH:9]=[C:8](C)[CH:7]=[CH:6][C:5]=1[SH:11].[Cl:13]N1C(=O)CCC1=O. Product: [CH3:1][O:2][C:3](=[O:12])[C:4]1[CH:9]=[CH:8][C:7]([Cl:13])=[CH:6][C:5]=1[SH:11]. The catalyst class is: 26.